This data is from Catalyst prediction with 721,799 reactions and 888 catalyst types from USPTO. The task is: Predict which catalyst facilitates the given reaction. (1) Reactant: [F:1][C:2]([F:17])([F:16])[CH2:3][CH:4]([CH2:11][C:12]([F:15])([F:14])[F:13])[C:5](N(OC)C)=[O:6].[H-].C([Al+]CC(C)C)C(C)C.Cl. Product: [F:1][C:2]([F:16])([F:17])[CH2:3][CH:4]([CH2:11][C:12]([F:13])([F:14])[F:15])[CH:5]=[O:6]. The catalyst class is: 2. (2) Reactant: [F:1][C:2]1[CH:3]=[C:4]([CH:8]=[CH:9][C:10]=1[C:11]1[CH:20]=[C:19](F)[C:18]2[C:13](=[CH:14][CH:15]=[C:16]([OH:22])[CH:17]=2)[N:12]=1)[C:5]([OH:7])=[O:6].C(O)(C(F)(F)F)=[O:24].C([O-])(O)=O.[Na+]. Product: [F:1][C:2]1[CH:3]=[C:4]([CH:8]=[CH:9][C:10]=1[C:11]1[NH:12][C:13]2[C:18]([C:19](=[O:24])[CH:20]=1)=[CH:17][C:16]([OH:22])=[CH:15][CH:14]=2)[C:5]([OH:7])=[O:6]. The catalyst class is: 20. (3) Reactant: [NH2:1][CH2:2][CH2:3][C:4]1[CH:5]=[C:6]2[C:10](=[CH:11][CH:12]=1)[NH:9][CH:8]=[C:7]2[C:13]#[N:14].[CH:15](N(CC)C(C)C)([CH3:17])[CH3:16].[C:24](=O)([O-:38])[O:25]N1C2C=CC=C(CC=C)C=2N=N1. Product: [C:13]([C:7]1[C:6]2[C:10](=[CH:11][CH:12]=[C:4]([CH2:3][CH2:2][NH:1][C:24]([O:38][CH2:16][CH:15]=[CH2:17])=[O:25])[CH:5]=2)[NH:9][CH:8]=1)#[N:14]. The catalyst class is: 168. (4) Product: [CH3:27][O:26][C:23]1[CH:24]=[C:25]2[C:20](=[CH:21][C:22]=1[O:28][CH3:29])[N:19]=[CH:18][CH:17]=[C:16]2[O:1][C:2]1[CH:3]=[N:4][C:5]2[C:10]([CH:11]=1)=[CH:9][CH:8]=[CH:7][N:6]=2. The catalyst class is: 420. Reactant: [OH:1][C:2]1[C:3](C(O)=O)=[N:4][C:5]2[C:10]([CH:11]=1)=[CH:9][CH:8]=[CH:7][N:6]=2.Cl[C:16]1[C:25]2[C:20](=[CH:21][C:22]([O:28][CH3:29])=[C:23]([O:26][CH3:27])[CH:24]=2)[N:19]=[CH:18][CH:17]=1.O.